This data is from Full USPTO retrosynthesis dataset with 1.9M reactions from patents (1976-2016). The task is: Predict the reactants needed to synthesize the given product. (1) Given the product [ClH:23].[NH2:11][C@H:12]1[C@@H:17]2[CH2:18][C@@H:14]([CH2:15][CH2:16]2)[C@H:13]1[C:19]([O:21][CH3:22])=[O:20], predict the reactants needed to synthesize it. The reactants are: C(OC([NH:11][C@H:12]1[C@@H:17]2[CH2:18][C@@H:14]([CH:15]=[CH:16]2)[C@H:13]1[C:19]([O:21][CH3:22])=[O:20])=O)C1C=CC=CC=1.[ClH:23].O1CCOCC1. (2) Given the product [NH2:18][C:17]1[O:4][C:5]2[C:6](=[N:7][CH:8]=[CH:9][CH:10]=2)[C:11]=1[C:12]([O:14][CH2:15][CH3:16])=[O:13], predict the reactants needed to synthesize it. The reactants are: C([O:4][C:5]1[C:6]([CH:11]([C:17]#[N:18])[C:12]([O:14][CH2:15][CH3:16])=[O:13])=[N:7][CH:8]=[CH:9][CH:10]=1)(=O)C.S(=O)(=O)(O)O.[NH4+].[OH-]. (3) The reactants are: [C:1]([C:3]1[CH:8]=[CH:7][C:6]([N:9]2[CH2:14][CH2:13][CH:12]([C:15]([OH:17])=O)[CH2:11][CH2:10]2)=[CH:5][CH:4]=1)#[N:2].[CH3:18][C@@H:19]1[CH2:24][NH:23][CH2:22][CH2:21][NH:20]1. Given the product [C:1]([C:3]1[CH:4]=[CH:5][C:6]([N:9]2[CH2:10][CH2:11][CH:12]([C:15]([N:23]3[CH2:22][CH2:21][NH:20][C@H:19]([CH3:18])[CH2:24]3)=[O:17])[CH2:13][CH2:14]2)=[CH:7][CH:8]=1)#[N:2], predict the reactants needed to synthesize it. (4) Given the product [Br:13][CH2:1][C:2]1[CH:3]=[CH:4][C:5]([C:8]2[CH:12]=[CH:11][O:10][N:9]=2)=[CH:6][CH:7]=1, predict the reactants needed to synthesize it. The reactants are: [CH3:1][C:2]1[CH:7]=[CH:6][C:5]([C:8]2[CH:12]=[CH:11][O:10][N:9]=2)=[CH:4][CH:3]=1.[Br:13]N1C(=O)CCC1=O. (5) Given the product [Br:16][C:13]1[CH:14]=[CH:15][C:10]2[O:9][CH:8]=[C:7]([C:23]#[C:22][CH2:21][O:20][CH3:19])[C:11]=2[CH:12]=1, predict the reactants needed to synthesize it. The reactants are: FC(F)(F)S(O[C:7]1[C:11]2[CH:12]=[C:13]([Br:16])[CH:14]=[CH:15][C:10]=2[O:9][CH:8]=1)(=O)=O.[CH3:19][O:20][CH2:21][C:22]#[CH:23]. (6) Given the product [CH2:1]([O:3][C:4]([C:5]1([C:6]([O:8][CH2:9][CH3:10])=[O:7])[CH2:23][CH:22]1[CH:21]=[CH2:20])=[O:11])[CH3:2], predict the reactants needed to synthesize it. The reactants are: [CH2:1]([O:3][C:4](=[O:11])[CH2:5][C:6]([O:8][CH2:9][CH3:10])=[O:7])[CH3:2].C(O)C.[O-]CC.[Na+].Br[CH2:20]/[CH:21]=[CH:22]/[CH2:23]Br.[OH-].[Na+]. (7) Given the product [C:26]([O:30][C:31]([N:33]1[CH2:36][CH:35]([C:37]([CH:6]2[C:7](=[O:8])[O:9][C:2]([CH3:10])([CH3:1])[O:3][C:4]2=[O:5])=[O:38])[CH2:34]1)=[O:32])([CH3:29])([CH3:28])[CH3:27], predict the reactants needed to synthesize it. The reactants are: [CH3:1][C:2]1([CH3:10])[O:9][C:7](=[O:8])[CH2:6][C:4](=[O:5])[O:3]1.C1CCC(N=C=NC2CCCCC2)CC1.[C:26]([O:30][C:31]([N:33]1[CH2:36][CH:35]([C:37](O)=[O:38])[CH2:34]1)=[O:32])([CH3:29])([CH3:28])[CH3:27].C1CCCCC1. (8) The reactants are: [Cl:1][C:2]1[CH:7]=[CH:6][C:5]([C:8]2[N:12]([CH:13]([CH:17]3[CH2:22][CH2:21][CH2:20][CH2:19][CH2:18]3)[C:14]([NH2:16])=O)[C:11]3[CH:23]=[C:24]([F:28])[C:25]([F:27])=[CH:26][C:10]=3[N:9]=2)=[CH:4][CH:3]=1.B(F)(F)F.CCOCC.B.C1COCC1.Cl. Given the product [Cl:1][C:2]1[CH:7]=[CH:6][C:5]([C:8]2[N:12]([CH:13]([CH:17]3[CH2:18][CH2:19][CH2:20][CH2:21][CH2:22]3)[CH2:14][NH2:16])[C:11]3[CH:23]=[C:24]([F:28])[C:25]([F:27])=[CH:26][C:10]=3[N:9]=2)=[CH:4][CH:3]=1, predict the reactants needed to synthesize it. (9) Given the product [ClH:1].[NH2:8][N:9]1[CH2:14][CH2:13][CH2:12][CH:11]([C:15]2[CH:16]=[C:17]([F:23])[C:18]([F:22])=[C:19]([F:21])[CH:20]=2)[C:10]1=[O:24], predict the reactants needed to synthesize it. The reactants are: [ClH:1].C(OC(=O)[NH:8][N:9]1[CH2:14][CH2:13][CH2:12][CH:11]([C:15]2[CH:20]=[C:19]([F:21])[C:18]([F:22])=[C:17]([F:23])[CH:16]=2)[C:10]1=[O:24])(C)(C)C.